From a dataset of NCI-60 drug combinations with 297,098 pairs across 59 cell lines. Regression. Given two drug SMILES strings and cell line genomic features, predict the synergy score measuring deviation from expected non-interaction effect. (1) Drug 1: CC(C)CN1C=NC2=C1C3=CC=CC=C3N=C2N. Drug 2: C(CN)CNCCSP(=O)(O)O. Cell line: DU-145. Synergy scores: CSS=-2.90, Synergy_ZIP=3.98, Synergy_Bliss=7.44, Synergy_Loewe=0.789, Synergy_HSA=1.47. (2) Synergy scores: CSS=-1.27, Synergy_ZIP=-0.335, Synergy_Bliss=0.613, Synergy_Loewe=-8.08, Synergy_HSA=-3.34. Drug 2: C1CNP(=O)(OC1)N(CCCl)CCCl. Drug 1: C1=CC(=CC=C1CC(C(=O)O)N)N(CCCl)CCCl.Cl. Cell line: SK-MEL-28. (3) Drug 1: CCC1(C2=C(COC1=O)C(=O)N3CC4=CC5=C(C=CC(=C5CN(C)C)O)N=C4C3=C2)O.Cl. Drug 2: C1CCC(C(C1)N)N.C(=O)(C(=O)[O-])[O-].[Pt+4]. Cell line: EKVX. Synergy scores: CSS=10.5, Synergy_ZIP=-3.77, Synergy_Bliss=-0.454, Synergy_Loewe=0.163, Synergy_HSA=2.19. (4) Drug 1: C1CCC(CC1)NC(=O)N(CCCl)N=O. Drug 2: CC(C1=C(C=CC(=C1Cl)F)Cl)OC2=C(N=CC(=C2)C3=CN(N=C3)C4CCNCC4)N. Cell line: NCI-H522. Synergy scores: CSS=18.5, Synergy_ZIP=-5.51, Synergy_Bliss=3.93, Synergy_Loewe=3.74, Synergy_HSA=3.91. (5) Drug 1: CS(=O)(=O)C1=CC(=C(C=C1)C(=O)NC2=CC(=C(C=C2)Cl)C3=CC=CC=N3)Cl. Drug 2: C1CNP(=O)(OC1)N(CCCl)CCCl. Cell line: NCI-H460. Synergy scores: CSS=5.92, Synergy_ZIP=0.580, Synergy_Bliss=1.43, Synergy_Loewe=-0.127, Synergy_HSA=1.62.